From a dataset of hERG potassium channel inhibition data for cardiac toxicity prediction from Karim et al.. Regression/Classification. Given a drug SMILES string, predict its toxicity properties. Task type varies by dataset: regression for continuous values (e.g., LD50, hERG inhibition percentage) or binary classification for toxic/non-toxic outcomes (e.g., AMES mutagenicity, cardiotoxicity, hepatotoxicity). Dataset: herg_karim. The molecule is NS(=O)(=O)c1ccc(Oc2cnc3ccc(=O)n(CCN4CCC(c5nc6cc(C(F)(F)F)ccc6[nH]5)CC4)c3c2)cc1. The result is 0 (non-blocker).